Predict the product of the given reaction. From a dataset of Forward reaction prediction with 1.9M reactions from USPTO patents (1976-2016). (1) The product is: [C:1]([C:5]1[CH:6]=[C:7]([O:13][S:21]([C:24]([F:27])([F:26])[F:25])(=[O:23])=[O:22])[CH:8]=[C:9]([O:11][CH3:12])[CH:10]=1)([CH3:4])([CH3:2])[CH3:3]. Given the reactants [C:1]([C:5]1[CH:6]=[C:7]([OH:13])[CH:8]=[C:9]([O:11][CH3:12])[CH:10]=1)([CH3:4])([CH3:3])[CH3:2].CCN(CC)CC.[S:21](O[S:21]([C:24]([F:27])([F:26])[F:25])(=[O:23])=[O:22])([C:24]([F:27])([F:26])[F:25])(=[O:23])=[O:22], predict the reaction product. (2) Given the reactants Br[C:2]1[CH:7]=[C:6]([C@H:8]([NH:11][S:12]([C:14]([CH3:17])([CH3:16])[CH3:15])=[O:13])[CH2:9][CH3:10])[CH:5]=[CH:4][N:3]=1.[CH3:18][S:19]([O-:21])=[O:20].[Na+], predict the reaction product. The product is: [CH3:18][S:19]([C:2]1[CH:7]=[C:6]([C@@H:8]([NH:11][S:12]([C:14]([CH3:17])([CH3:16])[CH3:15])=[O:13])[CH2:9][CH3:10])[CH:5]=[CH:4][N:3]=1)(=[O:21])=[O:20]. (3) The product is: [Cl:1][C:2]1[CH:3]=[C:4]([S:9]([CH:12]2[CH2:13][CH2:14][N:15]([CH:18]3[CH2:23][CH2:22][N:21]([C:32]([C:31]4[CH:30]=[CH:29][C:28]([S:25]([CH3:24])(=[O:27])=[O:26])=[CH:36][CH:35]=4)=[O:33])[CH2:20][CH2:19]3)[CH2:16][CH2:17]2)(=[O:11])=[O:10])[CH:5]=[CH:6][C:7]=1[Cl:8]. Given the reactants [Cl:1][C:2]1[CH:3]=[C:4]([S:9]([CH:12]2[CH2:17][CH2:16][N:15]([CH:18]3[CH2:23][CH2:22][NH:21][CH2:20][CH2:19]3)[CH2:14][CH2:13]2)(=[O:11])=[O:10])[CH:5]=[CH:6][C:7]=1[Cl:8].[CH3:24][S:25]([C:28]1[CH:36]=[CH:35][C:31]([C:32](O)=[O:33])=[CH:30][CH:29]=1)(=[O:27])=[O:26], predict the reaction product.